From a dataset of Forward reaction prediction with 1.9M reactions from USPTO patents (1976-2016). Predict the product of the given reaction. (1) Given the reactants [F:1][C:2]1[CH:3]=[C:4]([C:14]([O:16][CH3:17])=[O:15])[C:5]2[O:9][C:8]([CH2:10][CH2:11][OH:12])=[CH:7][C:6]=2[CH:13]=1.[H-].[Na+].I[CH3:21], predict the reaction product. The product is: [F:1][C:2]1[CH:3]=[C:4]([C:14]([O:16][CH3:17])=[O:15])[C:5]2[O:9][C:8]([CH2:10][CH2:11][O:12][CH3:21])=[CH:7][C:6]=2[CH:13]=1. (2) Given the reactants [CH3:1][C:2]1[O:6][C:5]([C:7]2[CH:12]=[CH:11][CH:10]=[CH:9][CH:8]=2)=[N:4][C:3]=1[CH2:13][CH2:14][O:15][C:16]1[C:21]2[S:22][CH:23]=[CH:24][C:20]=2[C:19](C=O)=[CH:18][CH:17]=1.[Cl-].[CH2:28]([O:30][CH:31]([P+](C1C=CC=CC=1)(C1C=CC=CC=1)C1C=CC=CC=1)[C:32]([O:34][CH2:35][CH3:36])=[O:33])[CH3:29].[C:56](=O)([O-])[O-].[K+].[K+], predict the reaction product. The product is: [CH2:35]([O:34][C:32](=[O:33])/[C:31](/[O:30][CH2:28][CH3:29])=[CH:56]/[C:19]1[C:20]2[CH:24]=[CH:23][S:22][C:21]=2[C:16]([O:15][CH2:14][CH2:13][C:3]2[N:4]=[C:5]([C:7]3[CH:8]=[CH:9][CH:10]=[CH:11][CH:12]=3)[O:6][C:2]=2[CH3:1])=[CH:17][CH:18]=1)[CH3:36]. (3) The product is: [CH:7]([NH:8][C:34](=[O:35])[CH2:33][N:17]1[CH2:18][CH2:19][C:20]([C:21]2[CH:26]=[CH:25][CH:24]=[CH:23][CH:22]=2)([C:27]2[CH:32]=[CH:31][CH:30]=[CH:29][CH:28]=2)[C:16]1=[O:15])([C:1]1[CH:2]=[CH:3][CH:4]=[CH:5][CH:6]=1)[C:9]1[CH:10]=[CH:11][CH:12]=[CH:13][CH:14]=1. Given the reactants [C:1]1([CH:7]([C:9]2[CH:14]=[CH:13][CH:12]=[CH:11][CH:10]=2)[NH2:8])[CH:6]=[CH:5][CH:4]=[CH:3][CH:2]=1.[O:15]=[C:16]1[C:20]([C:27]2[CH:32]=[CH:31][CH:30]=[CH:29][CH:28]=2)([C:21]2[CH:26]=[CH:25][CH:24]=[CH:23][CH:22]=2)[CH2:19][CH2:18][N:17]1[CH2:33][C:34](O)=[O:35].Cl.C(N=C=NCCCN(C)C)C, predict the reaction product. (4) The product is: [F:26][C@H:27]1[C@@H:32]([O:33][C:34]2[CH:41]=[CH:40][C:39]([C:2]3[N:3]=[C:4]([NH:8][C:9]4[CH:14]=[CH:13][C:12]([N:15]5[CH2:20][CH2:19][N:18]([CH:21]6[CH2:24][O:23][CH2:22]6)[CH2:17][CH2:16]5)=[C:11]([CH3:25])[CH:10]=4)[N:5]=[CH:6][N:7]=3)=[CH:38][C:35]=2[C:36]#[N:37])[CH2:31][CH2:30][N:29]([C:51](=[O:55])[C@@H:52]([OH:54])[CH3:53])[CH2:28]1. Given the reactants Cl[C:2]1[N:7]=[CH:6][N:5]=[C:4]([NH:8][C:9]2[CH:14]=[CH:13][C:12]([N:15]3[CH2:20][CH2:19][N:18]([CH:21]4[CH2:24][O:23][CH2:22]4)[CH2:17][CH2:16]3)=[C:11]([CH3:25])[CH:10]=2)[N:3]=1.[F:26][C@H:27]1[C@@H:32]([O:33][C:34]2[CH:41]=[CH:40][C:39](B3OC(C)(C)C(C)(C)O3)=[CH:38][C:35]=2[C:36]#[N:37])[CH2:31][CH2:30][N:29]([C:51](=[O:55])[C@@H:52]([OH:54])[CH3:53])[CH2:28]1.C(=O)([O-])[O-].[Na+].[Na+], predict the reaction product. (5) Given the reactants [NH:1]1[CH:9]=[C:7]([CH3:8])[C:5](=[O:6])[NH:4][C:2]1=[O:3].C(O[C@@H:14]1[C:18]([F:20])([CH3:19])[C@@:17]([O:22][C:23](=[O:25])[CH3:24])([CH3:21])[CH:16]([CH2:26][O:27][C:28](=[O:35])[C:29]2[CH:34]=[CH:33][CH:32]=[CH:31][CH:30]=2)[O:15]1)(=O)C.Cl[Sn](Cl)(Cl)Cl.C(=O)(O)[O-].[Na+], predict the reaction product. The product is: [C:28]([O:27][CH2:26][C@@H:16]1[C:17]([O:22][C:23](=[O:25])[CH3:24])([CH3:21])[C@:18]([F:20])([CH3:19])[CH:14]([N:1]2[CH:9]=[C:7]([CH3:8])[C:5](=[O:6])[NH:4][C:2]2=[O:3])[O:15]1)(=[O:35])[C:29]1[CH:30]=[CH:31][CH:32]=[CH:33][CH:34]=1. (6) Given the reactants [CH2:1]([O:3][C:4]1[CH:5]=[C:6]([C:13]([O:21]C)(OC)[CH2:14][CH2:15][C:16]([O-:18])=O)[CH:7]=[CH:8][C:9]=1[O:10][CH2:11][CH3:12])[CH3:2].[K+].[C:24]1([C:30]2[C:39]3[C:34](=[CH:35][CH:36]=[CH:37][CH:38]=3)[N:33]=[C:32]([NH2:40])[CH:31]=2)[CH:29]=[CH:28][CH:27]=[CH:26][CH:25]=1.CCN=C=NCCCN(C)C.C1C=CC2N(O)N=NC=2C=1, predict the reaction product. The product is: [CH2:1]([O:3][C:4]1[CH:5]=[C:6]([C:13](=[O:21])[CH2:14][CH2:15][C:16]([NH:40][C:32]2[CH:31]=[C:30]([C:24]3[CH:29]=[CH:28][CH:27]=[CH:26][CH:25]=3)[C:39]3[C:34](=[CH:35][CH:36]=[CH:37][CH:38]=3)[N:33]=2)=[O:18])[CH:7]=[CH:8][C:9]=1[O:10][CH2:11][CH3:12])[CH3:2].